Task: Predict the product of the given reaction.. Dataset: Forward reaction prediction with 1.9M reactions from USPTO patents (1976-2016) (1) Given the reactants [CH2:1]([C:4]1[S:5][C:6]([CH3:9])=[CH:7][CH:8]=1)[CH:2]=[CH2:3].[Cl:10][SiH:11]([Cl:13])[Cl:12], predict the reaction product. The product is: [Cl:10][Si:11]([Cl:13])([Cl:12])[CH2:3][CH2:2][CH2:1][C:4]1[S:5][C:6]([CH3:9])=[CH:7][CH:8]=1. (2) Given the reactants [OH:1][NH2:2].C(O[C:6](=[O:33])[CH2:7][CH2:8][CH2:9][CH2:10][CH2:11][CH2:12][N:13]([C:20]1[CH:25]=[C:24]([C:26]2[CH:31]=[CH:30][C:29]([F:32])=[CH:28][CH:27]=2)[CH:23]=[CH:22][N:21]=1)[C:14]1[CH:19]=[CH:18][CH:17]=[CH:16][N:15]=1)C, predict the reaction product. The product is: [OH:1][NH:2][C:6](=[O:33])[CH2:7][CH2:8][CH2:9][CH2:10][CH2:11][CH2:12][N:13]([C:20]1[CH:25]=[C:24]([C:26]2[CH:31]=[CH:30][C:29]([F:32])=[CH:28][CH:27]=2)[CH:23]=[CH:22][N:21]=1)[C:14]1[CH:19]=[CH:18][CH:17]=[CH:16][N:15]=1.